This data is from Peptide-MHC class II binding affinity with 134,281 pairs from IEDB. The task is: Regression. Given a peptide amino acid sequence and an MHC pseudo amino acid sequence, predict their binding affinity value. This is MHC class II binding data. (1) The peptide sequence is FHVRGARRSGDVLWD. The MHC is DRB1_0404 with pseudo-sequence DRB1_0404. The binding affinity (normalized) is 0.388. (2) The peptide sequence is PESRSILLHGPSKGVELRND. The MHC is DRB1_0701 with pseudo-sequence DRB1_0701. The binding affinity (normalized) is 0.637. (3) The peptide sequence is YDKFEANVSTVLTGK. The MHC is DRB3_0202 with pseudo-sequence DRB3_0202. The binding affinity (normalized) is 0.966. (4) The peptide sequence is ADDLTAAINKGILVT. The MHC is DRB3_0101 with pseudo-sequence DRB3_0101. The binding affinity (normalized) is 0.558. (5) The peptide sequence is EKKYFAATQFEPLAE. The MHC is DRB1_0101 with pseudo-sequence DRB1_0101. The binding affinity (normalized) is 0.640. (6) The peptide sequence is KGNFQRLAITKGKVD. The MHC is HLA-DQA10102-DQB10602 with pseudo-sequence HLA-DQA10102-DQB10602. The binding affinity (normalized) is 0.415. (7) The peptide sequence is GELQIWDKIDAAFKI. The MHC is DRB1_1101 with pseudo-sequence DRB1_1101. The binding affinity (normalized) is 0.572.